This data is from Reaction yield outcomes from USPTO patents with 853,638 reactions. The task is: Predict the reaction yield, written as a fraction of the theoretical maximum amount of product (1.0 means a 100% yield; for example, 0.34 means a 34% yield). (1) The reactants are [Br:1][C:2]1[CH:3]=[C:4]([O:15][CH:16]2[CH2:20][CH2:19][N:18](C(OC(C)(C)C)=O)[CH2:17]2)[C:5]([NH:8][C:9]2[S:10][CH:11]=[C:12]([CH3:14])[N:13]=2)=[N:6][CH:7]=1.C(Cl)[Cl:29].CO.[ClH:33]. The catalyst is O1CCOCC1. The product is [ClH:29].[ClH:33].[Br:1][C:2]1[CH:3]=[C:4]([O:15][CH:16]2[CH2:20][CH2:19][NH:18][CH2:17]2)[C:5]([NH:8][C:9]2[S:10][CH:11]=[C:12]([CH3:14])[N:13]=2)=[N:6][CH:7]=1. The yield is 0.924. (2) The product is [CH2:9]([O:8][C:6](=[O:7])/[C:5](/[F:11])=[CH:4]\[C:26]1[CH:31]=[CH:30][C:29]([N:32]2[CH:36]=[C:35]([CH3:37])[N:34]=[CH:33]2)=[C:28]([O:38][CH3:39])[CH:27]=1)[CH3:10]. The catalyst is O.C(OCC)(=O)C. The yield is 0.560. The reactants are C(O[C:4](=O)[CH:5]([F:11])[C:6]([O:8][CH2:9][CH3:10])=[O:7])C.C1COCC1.[H-].[Na+].C(OC(=O)/C=C/[C:26]1[CH:31]=[CH:30][C:29]([N:32]2[CH:36]=[C:35]([CH3:37])[N:34]=[CH:33]2)=[C:28]([O:38][CH3:39])[CH:27]=1)C. (3) The reactants are ClC(Cl)(O[C:5](=[O:11])OC(Cl)(Cl)Cl)Cl.[Br:13][C:14]1[C:15]([CH3:21])=[C:16]([CH:18]=[CH:19][CH:20]=1)[NH2:17].CCN(C(C)C)C(C)C. The catalyst is C1(C)C=CC=CC=1. The product is [Br:13][C:14]1[CH:20]=[CH:19][CH:18]=[C:16]([N:17]=[C:5]=[O:11])[C:15]=1[CH3:21]. The yield is 0.980. (4) The reactants are [CH:1]([C:3]1[O:4][C:5]2[CH:11]=[C:10]([C:12]([O:14][CH3:15])=[O:13])[CH:9]=[CH:8][C:6]=2[CH:7]=1)=[O:2].[OH:16]P([O-])(O)=O.[K+].[O-]Cl=O.[Na+].[OH-].[Na+]. The yield is 0.810. The product is [CH3:15][O:14][C:12]([C:10]1[CH:9]=[CH:8][C:6]2[CH:7]=[C:3]([C:1]([OH:16])=[O:2])[O:4][C:5]=2[CH:11]=1)=[O:13]. The catalyst is CS(C)=O.O.